Task: Predict the reaction yield, written as a fraction of the theoretical maximum amount of product (1.0 means a 100% yield; for example, 0.34 means a 34% yield).. Dataset: Reaction yield outcomes from USPTO patents with 853,638 reactions (1) The reactants are [Cl:1][C:2]1[CH:7]=[CH:6][CH:5]=[CH:4][C:3]=1[C:8]1[C:13]([CH2:14]O)=[CH:12][CH:11]=[CH:10][N:9]=1.S(Cl)([Cl:18])=O. No catalyst specified. The product is [Cl:18][CH2:14][C:13]1[C:8]([C:3]2[CH:4]=[CH:5][CH:6]=[CH:7][C:2]=2[Cl:1])=[N:9][CH:10]=[CH:11][CH:12]=1. The yield is 0.920. (2) The reactants are [C:1]([C:3]1[CH:7]=[C:6]([CH3:8])[N:5]([C:9]2[C:14]([CH3:15])=[CH:13][C:12]([CH3:16])=[CH:11][C:10]=2[CH3:17])[C:4]=1[NH:18][C:19](=O)[CH3:20])#[N:2].P(=O)(O)(O)[OH:23]. No catalyst specified. The product is [CH3:20][C:19]1[NH:2][C:1](=[O:23])[C:3]2[CH:7]=[C:6]([CH3:8])[N:5]([C:9]3[C:14]([CH3:15])=[CH:13][C:12]([CH3:16])=[CH:11][C:10]=3[CH3:17])[C:4]=2[N:18]=1. The yield is 0.670.